Dataset: Peptide-MHC class I binding affinity with 185,985 pairs from IEDB/IMGT. Task: Regression. Given a peptide amino acid sequence and an MHC pseudo amino acid sequence, predict their binding affinity value. This is MHC class I binding data. The peptide sequence is LADTSLSGY. The MHC is HLA-A11:01 with pseudo-sequence HLA-A11:01. The binding affinity (normalized) is 0.0847.